Dataset: Experimentally validated miRNA-target interactions with 360,000+ pairs, plus equal number of negative samples. Task: Binary Classification. Given a miRNA mature sequence and a target amino acid sequence, predict their likelihood of interaction. (1) The miRNA is hsa-miR-9-5p with sequence UCUUUGGUUAUCUAGCUGUAUGA. The protein sequence of the target gene is MALLLALSLLVLWTSPAPTLSGTNDAEDCCLSVTQKPIPGYIVRNFHYLLIKDGCRVPAVVFTTLRGRQLCAPPDQPWVERIIQRLQRTSAKMKRRSS. Result: 1 (interaction). (2) Result: 0 (no interaction). The protein sequence of the target gene is MAGYKPVAIQTYPVLGEKITQDTLYWNNYKTPVQIKEFGAVSKVDFSPQLPYNYAVTASSRIHIYGRYSQEPVKTFSRFKDTAYCATFRQDGQLLVAGSEDGVVQLFDINGRAPLRQFEGHTKAVHTVDFTADNYHVVSGADDYTVKLWDIPNSKEILTFKEHSDYVRCGCASKLNPDLFVTGSYDHTVKIFDARTNKNVLCVEHGQPVESVLLFPSGGLLVSAGGRYVKVWDMLKGGQLLVSLKNHHKTVTCLCLSSSGQRLLSGSLDRKVKVYSTTSYKVVHSFDYAASILSLALSHQ.... The miRNA is hsa-miR-1910-5p with sequence CCAGUCCUGUGCCUGCCGCCU. (3) The miRNA is hsa-let-7g-5p with sequence UGAGGUAGUAGUUUGUACAGUU. The protein sequence of the target gene is MEPLQQQQQQQQQQQKQPHLAPLQMDAREKQGQQMREAQFLYAQKLVTQPTLLSATAGRPSGSTPLGPLARVPPTAAVAQVFERGNMNSEPEEEDGGLEDEDGDDEVAEVAEKETQAASKYFHVQKVARQDPRVAPMSNLLPAPGLPPHGQQAKEDHTKDASKASPSVSTAGQPNWNLDEQLKQNGGLAWSDDADGGRGREISRDFAKLYELDGDPERKEFLDDLFVFMQKRGTPINRIPIMAKQILDLYMLYKLVTEKGGLVEIINKKIWREITKGLNLPTSITSAAFTLRTQYMKYLY.... Result: 1 (interaction). (4) The miRNA is hsa-miR-1285-5p with sequence GAUCUCACUUUGUUGCCCAGG. The protein sequence of the target gene is MKAMAAEEEVDSADAGGGSGWLTGWLPTWCPTSTSHLKEAEEKMLKCVPCTYKKEPVRISNGNRIWTLMFSHNISSKTPLVLLHGFGGGLGLWALNFEDLSTDRPVYAFDLLGFGRSSRPRFDSDAEEVENQFVESIEEWRCALRLDKMILLGHNLGGFLAAAYSLKYPSRVSHLILVEPWGFPERPDLADQERPIPVWIRALGAALTPFNPLAGLRIAGPFGLSLVQRLRPDFKRKYSSMFEDDTVTEYIYHCNVQTPSGETAFKNMTIPYGWAKRPMLQRIGGLHPDIPVSVIFGARS.... Result: 0 (no interaction). (5) The miRNA is hsa-miR-30e-3p with sequence CUUUCAGUCGGAUGUUUACAGC. The protein sequence of the target gene is MAHAHIQGGRRAKSRFVVCIMSGARSKLALFLCGCYVVALGAHTGEESVADHHEAEYYVAAVYEHPSILSLNPLALISRQEALELMNQNLDIYEQQVMTAAQKDVQIIVFPEDGIHGFNFTRTSIYPFLDFMPSPQVVRWNPCLEPHRFNDTEVLQRLSCMAIRGDMFLVANLGTKEPCHSSDPRCPKDGRYQFNTNVVFSNNGTLVDRYRKHNLYFEAAFDVPLKVDLITFDTPFAGRFGIFTCFDILFFDPAIRVLRDYKVKHVVYPTAWMNQLPLLAAIEIQKAFAVAFGINVLAAN.... Result: 1 (interaction). (6) The miRNA is hsa-miR-520g-5p with sequence UCUAGAGGAAGCACUUUCUGUUU. The protein sequence of the target gene is MEELSADEIRRRRLARLAGGQTSQPTTPLTSPQRENPPGPPIAASAPGPSQSLGLNVHNMTPATSPIGAAGVAHRSQSSEGVSSLSSSPSNSLETQSQSLSRSQSMDIDGVSCEKSMSQVDVDSGIENMEVDENDRREKRSLSDKEPSSGPEVSEEQALQLVCKIFRVSWKDRDRDVIFLSSLSAQFKQNPKEVFSDFKDLIGQILMEVLMMSTQTRDENPFASLTATSQPIATAARSPDRNLMLNTGSSSGTSPMFCNMGSFSTSSLSSLGASGGASNWDSYSDHFTIETCKETDMLNY.... Result: 0 (no interaction). (7) The miRNA is hsa-miR-208b-5p with sequence AAGCUUUUUGCUCGAAUUAUGU. The protein sequence of the target gene is MGSWALLWPPLLFTGLLVRPPGTMAQAQYCSVNKDIFEVEENTNVTEPLVDIHVPEGQEVTLGALSTPFAFRIQGNQLFLNVTPDYEEKSLLEAQLLCQSGGTLVTQLRVFVSVLDVNDNAPEFPFKTKEIRVEEDTKVNSTVIPETQLQAEDRDKDDILFYTLQEMTAGASDYFSLVSVNRPALRLDRPLDFYERPNMTFWLLVRDTPGENVEPSHTATATLVLNVVPADLRPPWFLPCTFSDGYVCIQAQYHGAVPTGHILPSPLVLRPGPIYAEDGDRGINQPIIYSIFRGNVNGTF.... Result: 0 (no interaction). (8) The miRNA is hsa-miR-3140-3p with sequence AGCUUUUGGGAAUUCAGGUAGU. The protein sequence of the target gene is MESLLLPVLLLLAILWTQAAALINLKYSVEEEQRAGTVIANVAKDAREAGFALDPRQASAFRVVSNSAPHLVDINPSSGLLVTKQKIDRDLLCRQSPKCIISLEVMSSSMEICVIKVEIKDLNDNAPSFPAAQIELEISEAASPGTRIPLDSAYDPDSGSFGVQTYELTPNELFGLEIKTRGDGSRFAELVVEKSLDRETQSHYSFRITALDGGDPPRLGTVGLSIKVTDSNDNNPVFSESTYAVSVPENSPPNTPVIRLNASDPDEGTNGQVVYSFYGYVNDRTRELFQIDPHSGLVTV.... Result: 1 (interaction). (9) The miRNA is hsa-miR-4777-5p with sequence UUCUAGAUGAGAGAUAUAUAUA. The protein sequence of the target gene is MPSKGKDKKKGKSKGKDTKKLIKTDESVVDRAKANASLWEARLEVTELSRIKYRDTSRILAKSNEDLKKKQCKMEKDIMSVLSYLKKQDQEKDNMIEKLKQQLNETKEKAQEEKDKLEQKYTRQINELEGQFHQKAKEIGMIHTELKAVRQFQKRKIQVERELDDLKENLRNTERIHQETLRRLESRFFEEKHRLEQEAEKKIIMLAERAHHEAIVQLNDAGRNVFKENDYLQKALAYHLKETDALQKNSQKLQESHTLLLHQKEINDLLVKEKIMQLVQQRSQIQTLQKKVVNLETALS.... Result: 0 (no interaction). (10) The miRNA is hsa-miR-455-5p with sequence UAUGUGCCUUUGGACUACAUCG. The protein sequence of the target gene is MMRRTLENRNAQTKQLQTAVSNVEKHFGELCQIFAAYVRKTARLRDKADLLVNEINAYAATETPHLKLGLMNFADEFAKLQDYRQAEVERLEAKVVEPLKTYGTIVKMKRDDLKATLTARNREAKQLTQLERTRQRNPSDRHVISQAETELQRAAMDASRTSRHLEETINNFERQKMKDIKTIFSEFITIEMLFHGKALEVYTAAYQNIQNIDEDEDLEVFRNSLYAPDYSSRLDIVRANSKSPLQRSLSAKCVSGTGQVSTCRLRKDQQAEDDEDDELDVTEEENFLK. Result: 0 (no interaction).